Dataset: Peptide-MHC class II binding affinity with 134,281 pairs from IEDB. Task: Regression. Given a peptide amino acid sequence and an MHC pseudo amino acid sequence, predict their binding affinity value. This is MHC class II binding data. (1) The peptide sequence is GELQIVDKIDAEFKI. The MHC is DRB4_0101 with pseudo-sequence DRB4_0103. The binding affinity (normalized) is 0.630. (2) The binding affinity (normalized) is 0.0201. The MHC is HLA-DQA10301-DQB10302 with pseudo-sequence HLA-DQA10301-DQB10302. The peptide sequence is PYPQPQLPY. (3) The peptide sequence is TLTEALRVIAGTLEV. The MHC is DRB1_1602 with pseudo-sequence DRB1_1602. The binding affinity (normalized) is 0.355. (4) The peptide sequence is ELLDQSDVKEPGVSR. The MHC is DRB4_0101 with pseudo-sequence DRB4_0103. The binding affinity (normalized) is 0.0580.